This data is from Reaction yield outcomes from USPTO patents with 853,638 reactions. The task is: Predict the reaction yield, written as a fraction of the theoretical maximum amount of product (1.0 means a 100% yield; for example, 0.34 means a 34% yield). (1) The reactants are [CH3:1][P:2]1(=[O:8])[CH2:7][CH2:6][NH:5][CH2:4][CH2:3]1.F[C:10]1[CH:11]=[CH:12][C:13]([N+:18]([O-:20])=[O:19])=[C:14]([O:16][CH3:17])[CH:15]=1.C([O-])([O-])=O.[K+].[K+]. The catalyst is CN(C=O)C. The product is [CH3:17][O:16][C:14]1[CH:15]=[C:10]([N:5]2[CH2:6][CH2:7][P:2](=[O:8])([CH3:1])[CH2:3][CH2:4]2)[CH:11]=[CH:12][C:13]=1[N+:18]([O-:20])=[O:19]. The yield is 0.960. (2) The catalyst is CN(C)C=O.CCOCC. The reactants are [Cl:1][C:2]1[C:3]([CH3:13])=[C:4]([I:12])[C:5]([OH:11])=[C:6]([C:8](=[O:10])[CH3:9])[CH:7]=1.I[CH2:15][CH3:16].C(=O)([O-])[O-].[K+].[K+]. The yield is 0.917. The product is [Cl:1][C:2]1[C:3]([CH3:13])=[C:4]([I:12])[C:5]([O:11][CH2:15][CH3:16])=[C:6]([C:8](=[O:10])[CH3:9])[CH:7]=1.